Dataset: HIV replication inhibition screening data with 41,000+ compounds from the AIDS Antiviral Screen. Task: Binary Classification. Given a drug SMILES string, predict its activity (active/inactive) in a high-throughput screening assay against a specified biological target. The drug is CCCCCCCCCC=CC=CC(=O)NCC(=O)NC1C(O)C(O)C(Nc2ncnc3nc[nH]c23)OC1C(O)CO. The result is 0 (inactive).